Dataset: TCR-epitope binding with 47,182 pairs between 192 epitopes and 23,139 TCRs. Task: Binary Classification. Given a T-cell receptor sequence (or CDR3 region) and an epitope sequence, predict whether binding occurs between them. (1) The epitope is RIFTIGTVTLK. The TCR CDR3 sequence is CATSIGADTQYF. Result: 0 (the TCR does not bind to the epitope). (2) The epitope is ILGLPTQTV. The TCR CDR3 sequence is CSVEDSLVNEQFF. Result: 0 (the TCR does not bind to the epitope). (3) The epitope is PKYVKQNTLKLAT. The TCR CDR3 sequence is CASSYPTGQGNYGYTF. Result: 1 (the TCR binds to the epitope). (4) The epitope is TLIGDCATV. The TCR CDR3 sequence is CASSFGTAEQYF. Result: 1 (the TCR binds to the epitope). (5) The epitope is VLWAHGFEL. The TCR CDR3 sequence is CASSLGWGEETQYF. Result: 1 (the TCR binds to the epitope). (6) The epitope is TPRVTGGGAM. The TCR CDR3 sequence is CAWNKGIAGYTF. Result: 0 (the TCR does not bind to the epitope). (7) The epitope is RLQSLQTYV. The TCR CDR3 sequence is CASSLDRNTGELFF. Result: 0 (the TCR does not bind to the epitope).